Dataset: Peptide-MHC class II binding affinity with 134,281 pairs from IEDB. Task: Regression. Given a peptide amino acid sequence and an MHC pseudo amino acid sequence, predict their binding affinity value. This is MHC class II binding data. The peptide sequence is AFIYKLLELLAERDD. The MHC is HLA-DQA10501-DQB10201 with pseudo-sequence HLA-DQA10501-DQB10201. The binding affinity (normalized) is 0.386.